From a dataset of Catalyst prediction with 721,799 reactions and 888 catalyst types from USPTO. Predict which catalyst facilitates the given reaction. (1) Reactant: [CH2:1]([O:3][C:4]([C:6]1[S:7][C:8]([O:19][C:20]2[CH:25]=[CH:24][CH:23]=[C:22]([O:26][CH3:27])[CH:21]=2)=[C:9]2[C:17]3[N:16]([CH3:18])[N:15]=[CH:14][C:13]=3[CH2:12][CH2:11][C:10]=12)=[O:5])[CH3:2].[C:28](Cl)(=[O:34])[CH2:29][CH2:30][CH2:31][CH2:32][CH3:33].[Cl-].[Al+3].[Cl-].[Cl-].Cl. Product: [CH2:1]([O:3][C:4]([C:6]1[S:7][C:8]([O:19][C:20]2[CH:25]=[CH:24][C:23]([C:28](=[O:34])[CH2:29][CH2:30][CH2:31][CH2:32][CH3:33])=[C:22]([O:26][CH3:27])[CH:21]=2)=[C:9]2[C:17]3[N:16]([CH3:18])[N:15]=[CH:14][C:13]=3[CH2:12][CH2:11][C:10]=12)=[O:5])[CH3:2]. The catalyst class is: 26. (2) Reactant: [Cl:1][C:2]1[CH:23]=[C:22]([Cl:24])[CH:21]=[CH:20][C:3]=1[CH2:4][N:5]1[CH:9]=[C:8]([CH2:10][CH2:11][C:12](OCC)=[O:13])[C:7]([CH:17]([CH3:19])[CH3:18])=[N:6]1.[H-].[Al+3].[Li+].[H-].[H-].[H-].O.O.O.O.O.O.O.O.O.O.S([O-])([O-])(=O)=O.[Na+].[Na+]. Product: [Cl:1][C:2]1[CH:23]=[C:22]([Cl:24])[CH:21]=[CH:20][C:3]=1[CH2:4][N:5]1[CH:9]=[C:8]([CH2:10][CH2:11][CH2:12][OH:13])[C:7]([CH:17]([CH3:19])[CH3:18])=[N:6]1. The catalyst class is: 7. (3) Reactant: [F:1][C:2]1[CH:3]=[C:4]([NH:12][S:13]([C:16]2[CH:21]=[CH:20][C:19](B(O)O)=[CH:18][C:17]=2[CH3:25])(=[O:15])=[O:14])[CH:5]=[CH:6][C:7]=1[C:8]([O:10][CH3:11])=[O:9].Br[C:27]1[CH:32]=[CH:31][CH:30]=[CH:29][N:28]=1.C(=O)([O-])[O-].[Na+].[Na+]. Product: [F:1][C:2]1[CH:3]=[C:4]([NH:12][S:13]([C:16]2[CH:21]=[CH:20][C:19]([C:27]3[CH:32]=[CH:31][CH:30]=[CH:29][N:28]=3)=[CH:18][C:17]=2[CH3:25])(=[O:15])=[O:14])[CH:5]=[CH:6][C:7]=1[C:8]([O:10][CH3:11])=[O:9]. The catalyst class is: 117.